From a dataset of Reaction yield outcomes from USPTO patents with 853,638 reactions. Predict the reaction yield, written as a fraction of the theoretical maximum amount of product (1.0 means a 100% yield; for example, 0.34 means a 34% yield). (1) The reactants are [C:1]([C:3]1[CH:8]=[CH:7][C:6]([NH:9][C:10](=[O:32])[CH2:11][S:12][CH2:13][C:14]([NH:16][C:17]2[CH:18]=[CH:19][C:20]3[N:21]([CH2:30][CH3:31])[C:22]4[C:27]([C:28]=3[CH:29]=2)=[CH:26][CH:25]=[CH:24][CH:23]=4)=[O:15])=[CH:5][CH:4]=1)#[N:2].C(#N)C.I([O-])(=O)(=O)=[O:37].[Na+].S([O-])([O-])(=O)=S.[Na+].[Na+]. The catalyst is O. The product is [C:1]([C:3]1[CH:8]=[CH:7][C:6]([NH:9][C:10](=[O:32])[CH2:11][S:12]([CH2:13][C:14]([NH:16][C:17]2[CH:18]=[CH:19][C:20]3[N:21]([CH2:30][CH3:31])[C:22]4[C:27]([C:28]=3[CH:29]=2)=[CH:26][CH:25]=[CH:24][CH:23]=4)=[O:15])=[O:37])=[CH:5][CH:4]=1)#[N:2]. The yield is 0.230. (2) The catalyst is CO.O. The reactants are [C:1]([C:5]1[CH:33]=[C:8]2[N:9]=[C:10]([CH3:32])[C:11]([CH:24]([CH2:29][CH2:30][CH3:31])[C:25]([O:27]C)=[O:26])=[C:12]([C:13]3[CH:23]=[CH:22][C:16]4[O:17][CH2:18][CH2:19][CH2:20][O:21][C:15]=4[CH:14]=3)[N:7]2[N:6]=1)([CH3:4])([CH3:3])[CH3:2].[OH-].[Na+]. The product is [C:1]([C:5]1[CH:33]=[C:8]2[N:9]=[C:10]([CH3:32])[C:11]([CH:24]([CH2:29][CH2:30][CH3:31])[C:25]([OH:27])=[O:26])=[C:12]([C:13]3[CH:23]=[CH:22][C:16]4[O:17][CH2:18][CH2:19][CH2:20][O:21][C:15]=4[CH:14]=3)[N:7]2[N:6]=1)([CH3:3])([CH3:4])[CH3:2]. The yield is 0.500. (3) The product is [N:29]([CH:2]1[C:10]2[C:5](=[CH:6][CH:7]=[C:8]([C:11]#[N:12])[CH:9]=2)[CH2:4][C:3]1([CH3:14])[CH3:13])=[N+:30]=[N-:31]. The reactants are O[CH:2]1[C:10]2[C:5](=[CH:6][CH:7]=[C:8]([C:11]#[N:12])[CH:9]=2)[CH2:4][C:3]1([CH3:14])[CH3:13].C1C=CC(P([N:29]=[N+:30]=[N-:31])(C2C=CC=CC=2)=O)=CC=1.C1CCN2C(=NCCC2)CC1. The yield is 0.730. The catalyst is C1(C)C=CC=CC=1.